Dataset: Reaction yield outcomes from USPTO patents with 853,638 reactions. Task: Predict the reaction yield, written as a fraction of the theoretical maximum amount of product (1.0 means a 100% yield; for example, 0.34 means a 34% yield). The reactants are [NH2:1][C:2]1[C:11]2[C:6](=[C:7](I)[C:8]([F:12])=[CH:9][CH:10]=2)[N:5]=[N:4][C:3]=1[C:14]([NH:16][CH:17]1[CH2:19][CH2:18]1)=[O:15].[CH3:20][O:21][C:22]1[CH:27]=[CH:26][C:25]([CH3:28])=[CH:24][C:23]=1B(O)O. No catalyst specified. The product is [NH2:1][C:2]1[C:11]2[C:6](=[C:7]([C:23]3[CH:24]=[C:25]([CH3:28])[CH:26]=[CH:27][C:22]=3[O:21][CH3:20])[C:8]([F:12])=[CH:9][CH:10]=2)[N:5]=[N:4][C:3]=1[C:14]([NH:16][CH:17]1[CH2:19][CH2:18]1)=[O:15]. The yield is 0.760.